From a dataset of CYP3A4 inhibition data for predicting drug metabolism from PubChem BioAssay. Regression/Classification. Given a drug SMILES string, predict its absorption, distribution, metabolism, or excretion properties. Task type varies by dataset: regression for continuous measurements (e.g., permeability, clearance, half-life) or binary classification for categorical outcomes (e.g., BBB penetration, CYP inhibition). Dataset: cyp3a4_veith. (1) The compound is CC(C)NC(=O)CC(=O)N/N=C/c1ccc(F)cc1. The result is 0 (non-inhibitor). (2) The compound is CC(C)(C)NC(=O)CSc1nnc(Cc2ccc3c(c2)OCO3)n1C1CCCCC1. The result is 1 (inhibitor). (3) The compound is Fc1cccc(Cl)c1/C=N\N=C1c2ccccc2-c2ccccc21. The result is 0 (non-inhibitor). (4) The compound is Cc1cc(C)c(C#N)c(SCS(=O)c2ccc(C(C)(C)C)cc2)n1. The result is 1 (inhibitor). (5) The drug is CC1(C)CC2(CC(C)(C(=O)CSc3nc4ccccc4s3)OC2=O)C(=O)O1. The result is 1 (inhibitor).